Predict the product of the given reaction. From a dataset of Forward reaction prediction with 1.9M reactions from USPTO patents (1976-2016). Given the reactants [CH2:1]1[O:5][C:4]2[CH:6]=[C:7]([OH:10])[CH:8]=[CH:9][C:3]=2[O:2]1.[C:11]([O:14][CH2:15][CH:16](Br)[CH3:17])(=[O:13])[CH3:12], predict the reaction product. The product is: [C:11]([O:14][CH2:15][CH2:16][CH2:17][O:10][C:7]1[CH:8]=[CH:9][C:3]2[O:2][CH2:1][O:5][C:4]=2[CH:6]=1)(=[O:13])[CH3:12].